From a dataset of Full USPTO retrosynthesis dataset with 1.9M reactions from patents (1976-2016). Predict the reactants needed to synthesize the given product. (1) Given the product [Cl:17][C:14]1[CH:15]=[CH:16][C:11]([NH:10][C:8](=[O:9])[C:7]2[CH:18]=[CH:19][C:4]([CH2:1][OH:2])=[CH:5][C:6]=2[NH:20][CH2:21][CH:22]2[CH2:27][CH2:26][N:25]([C:28]([O:30][C:31]([CH3:33])([CH3:32])[CH3:34])=[O:29])[CH2:24][CH2:23]2)=[N:12][CH:13]=1, predict the reactants needed to synthesize it. The reactants are: [C:1]([C:4]1[CH:19]=[CH:18][C:7]([C:8]([NH:10][C:11]2[CH:16]=[CH:15][C:14]([Cl:17])=[CH:13][N:12]=2)=[O:9])=[C:6]([NH:20][CH2:21][CH:22]2[CH2:27][CH2:26][N:25]([C:28]([O:30][C:31]([CH3:34])([CH3:33])[CH3:32])=[O:29])[CH2:24][CH2:23]2)[CH:5]=1)(O)=[O:2].ClC(OCC)=O.CN1CCOCC1.[BH4-].[Na+]. (2) Given the product [CH3:18][N:13]1[CH:12]([CH2:11][C:10]2[CH:19]=[CH:20][C:7]([O:6][C:5]3[CH:21]=[CH:22][C:2]([NH:1][C:24]4[CH:29]=[CH:28][CH:27]=[CH:26][N:25]=4)=[CH:3][CH:4]=3)=[CH:8][CH:9]=2)[CH2:16][O:15][C:14]1=[O:17], predict the reactants needed to synthesize it. The reactants are: [NH2:1][C:2]1[CH:22]=[CH:21][C:5]([O:6][C:7]2[CH:20]=[CH:19][C:10]([CH2:11][CH:12]3[CH2:16][O:15][C:14](=[O:17])[N:13]3[CH3:18])=[CH:9][CH:8]=2)=[CH:4][CH:3]=1.Cl[C:24]1[CH:29]=[CH:28][CH:27]=[CH:26][N:25]=1.